This data is from Peptide-MHC class I binding affinity with 185,985 pairs from IEDB/IMGT. The task is: Regression. Given a peptide amino acid sequence and an MHC pseudo amino acid sequence, predict their binding affinity value. This is MHC class I binding data. (1) The peptide sequence is SKLRALLTL. The MHC is HLA-A25:01 with pseudo-sequence HLA-A25:01. The binding affinity (normalized) is 0.0847. (2) The MHC is HLA-A30:02 with pseudo-sequence HLA-A30:02. The binding affinity (normalized) is 0.390. The peptide sequence is ESALNISGY.